This data is from NCI-60 drug combinations with 297,098 pairs across 59 cell lines. The task is: Regression. Given two drug SMILES strings and cell line genomic features, predict the synergy score measuring deviation from expected non-interaction effect. (1) Drug 1: CCN(CC)CCNC(=O)C1=C(NC(=C1C)C=C2C3=C(C=CC(=C3)F)NC2=O)C. Drug 2: CCCCC(=O)OCC(=O)C1(CC(C2=C(C1)C(=C3C(=C2O)C(=O)C4=C(C3=O)C=CC=C4OC)O)OC5CC(C(C(O5)C)O)NC(=O)C(F)(F)F)O. Cell line: HS 578T. Synergy scores: CSS=33.9, Synergy_ZIP=1.88, Synergy_Bliss=5.50, Synergy_Loewe=-0.573, Synergy_HSA=6.92. (2) Drug 2: N.N.Cl[Pt+2]Cl. Drug 1: CC1=C2C(C(=O)C3(C(CC4C(C3C(C(C2(C)C)(CC1OC(=O)C(C(C5=CC=CC=C5)NC(=O)C6=CC=CC=C6)O)O)OC(=O)C7=CC=CC=C7)(CO4)OC(=O)C)O)C)OC(=O)C. Synergy scores: CSS=71.1, Synergy_ZIP=0.788, Synergy_Bliss=0.548, Synergy_Loewe=-6.80, Synergy_HSA=3.12. Cell line: A549. (3) Drug 1: CC(C1=C(C=CC(=C1Cl)F)Cl)OC2=C(N=CC(=C2)C3=CN(N=C3)C4CCNCC4)N. Drug 2: C1=CC(=CC=C1C#N)C(C2=CC=C(C=C2)C#N)N3C=NC=N3. Cell line: T-47D. Synergy scores: CSS=1.49, Synergy_ZIP=2.47, Synergy_Bliss=5.91, Synergy_Loewe=4.04, Synergy_HSA=4.24. (4) Drug 1: CC1C(C(=O)NC(C(=O)N2CCCC2C(=O)N(CC(=O)N(C(C(=O)O1)C(C)C)C)C)C(C)C)NC(=O)C3=C4C(=C(C=C3)C)OC5=C(C(=O)C(=C(C5=N4)C(=O)NC6C(OC(=O)C(N(C(=O)CN(C(=O)C7CCCN7C(=O)C(NC6=O)C(C)C)C)C)C(C)C)C)N)C. Drug 2: C1=NC2=C(N=C(N=C2N1C3C(C(C(O3)CO)O)O)F)N. Cell line: MCF7. Synergy scores: CSS=1.07, Synergy_ZIP=-4.54, Synergy_Bliss=0.247, Synergy_Loewe=-24.2, Synergy_HSA=-2.06.